Dataset: Peptide-MHC class II binding affinity with 134,281 pairs from IEDB. Task: Regression. Given a peptide amino acid sequence and an MHC pseudo amino acid sequence, predict their binding affinity value. This is MHC class II binding data. The peptide sequence is PADKYRTFVATFGAA. The MHC is DRB4_0101 with pseudo-sequence DRB4_0103. The binding affinity (normalized) is 0.